Dataset: Forward reaction prediction with 1.9M reactions from USPTO patents (1976-2016). Task: Predict the product of the given reaction. (1) Given the reactants [B:10]1([B:10]2[O:14][C:13]([CH3:16])([CH3:15])[C:12]([CH3:18])([CH3:17])[O:11]2)[O:14][C:13]([CH3:16])([CH3:15])[C:12]([CH3:18])([CH3:17])[O:11]1.Br[C:20]1[CH:25]=[CH:24][C:23]([S:26]([N:29]2[CH2:36][CH2:35][N:34]([C:37]([O:39][C:40]([CH3:43])([CH3:42])[CH3:41])=[O:38])[CH2:33][C:30]32[CH2:32][CH2:31]3)(=[O:28])=[O:27])=[CH:22][CH:21]=1.C([O-])(=O)C.[K+], predict the reaction product. The product is: [CH3:16][C:13]1([CH3:15])[C:12]([CH3:17])([CH3:18])[O:11][B:10]([C:20]2[CH:21]=[CH:22][C:23]([S:26]([N:29]3[CH2:36][CH2:35][N:34]([C:37]([O:39][C:40]([CH3:43])([CH3:42])[CH3:41])=[O:38])[CH2:33][C:30]43[CH2:31][CH2:32]4)(=[O:28])=[O:27])=[CH:24][CH:25]=2)[O:14]1. (2) Given the reactants [Cl:1][C:2]1[CH:7]=[CH:6][C:5]([CH2:8][C:9]2[C:14]3[CH:15]=[N:16][CH:17]=[CH:18][C:13]=3[C:12](=[O:19])[N:11]([CH2:20][C@H:21]3[CH2:25][CH2:24][CH2:23][NH:22]3)[N:10]=2)=[CH:4][CH:3]=1.Br[CH2:27][CH2:28][N:29]1[C:37](=[O:38])[C:36]2[C:31](=[CH:32][CH:33]=[CH:34][CH:35]=2)[C:30]1=[O:39].C(=O)([O-])[O-].[K+].[K+], predict the reaction product. The product is: [Cl:1][C:2]1[CH:7]=[CH:6][C:5]([CH2:8][C:9]2[C:14]3[CH:15]=[N:16][CH:17]=[CH:18][C:13]=3[C:12](=[O:19])[N:11]([CH2:20][C@H:21]3[CH2:25][CH2:24][CH2:23][N:22]3[CH2:27][CH2:28][N:29]3[C:30](=[O:39])[C:31]4[C:36](=[CH:35][CH:34]=[CH:33][CH:32]=4)[C:37]3=[O:38])[N:10]=2)=[CH:4][CH:3]=1.